From a dataset of Forward reaction prediction with 1.9M reactions from USPTO patents (1976-2016). Predict the product of the given reaction. (1) Given the reactants [Cl:1][C:2]1[C:3]([F:11])=[N:4][C:5]([F:10])=[C:6]([F:9])[C:7]=1F.[F:12][C:13]([F:17])([F:16])[CH2:14][O-:15].[Na+].C(O)C(F)(F)F.[H-].[Na+], predict the reaction product. The product is: [Cl:1][C:2]1[C:3]([F:11])=[N:4][C:5]([F:10])=[C:6]([F:9])[C:7]=1[O:15][CH2:14][C:13]([F:17])([F:16])[F:12]. (2) Given the reactants [CH:1]1([NH2:4])[CH2:3][CH2:2]1.[C:5]([SiH2:9][O:10][C:11]([CH3:27])([CH3:26])[C:12]1[CH:13]=[C:14]([CH2:19][CH2:20]OS(C)(=O)=O)[CH:15]=[CH:16][C:17]=1[Cl:18])([CH3:8])([CH3:7])[CH3:6], predict the reaction product. The product is: [C:5]([SiH2:9][O:10][C:11]([CH3:26])([CH3:27])[C:12]1[CH:13]=[C:14]([CH2:19][CH2:20][NH:4][CH:1]2[CH2:3][CH2:2]2)[CH:15]=[CH:16][C:17]=1[Cl:18])([CH3:8])([CH3:7])[CH3:6]. (3) Given the reactants [NH:1]1[CH2:5][CH2:4][NH:3][C:2]1=[C:6]([C:9]#[N:10])[C:7]#[N:8].C(=O)([O-])[O-].[K+].[K+].[Cl:17][CH2:18][CH2:19][CH2:20][CH2:21]I, predict the reaction product. The product is: [Cl:17][CH2:18][CH2:19][CH2:20][CH2:21][N:1]1[CH2:5][CH2:4][N:3]([CH2:21][CH2:20][CH2:19][CH2:18][Cl:17])[C:2]1=[C:6]([C:9]#[N:10])[C:7]#[N:8]. (4) Given the reactants [CH:1]1[C:11]2[CH2:10][C:9]3([CH2:15][CH2:14][CH:13]([N:16]4[CH2:21][CH:20]=[C:19]([C:22]([O:24]C)=[O:23])[CH2:18][CH2:17]4)[CH2:12]3)[C:8]3[CH:26]=[CH:27][CH:28]=[CH:29][C:7]=3[CH2:6][C:5]=2[CH:4]=[CH:3][CH:2]=1.O, predict the reaction product. The product is: [CH:1]1[C:11]2[CH2:10][C:9]3([CH2:15][CH2:14][CH:13]([N:16]4[CH2:17][CH:18]=[C:19]([C:22]([OH:24])=[O:23])[CH2:20][CH2:21]4)[CH2:12]3)[C:8]3[CH:26]=[CH:27][CH:28]=[CH:29][C:7]=3[CH2:6][C:5]=2[CH:4]=[CH:3][CH:2]=1. (5) Given the reactants [NH2:1][C:2]1[CH:35]=[CH:34][C:5]([C:6]([NH:8][C@@H:9]2[CH2:14][C@H:13]([NH:15][C:16]3[N:21]=[C:20]([C:22]4[C:30]5[C:25](=[CH:26][CH:27]=[CH:28][CH:29]=5)[NH:24][CH:23]=4)[C:19]([Cl:31])=[CH:18][N:17]=3)[CH2:12][C:11]([F:33])([F:32])[CH2:10]2)=[O:7])=[CH:4][CH:3]=1.C[CH2:37][N:38]([CH:42]([CH3:44])C)[CH:39](C)C.BrC/C=[CH:48]/[C:49](Cl)=[O:50].C(Cl)Cl.CNC.C1COCC1, predict the reaction product. The product is: [Cl:31][C:19]1[C:20]([C:22]2[C:30]3[C:25](=[CH:26][CH:27]=[CH:28][CH:29]=3)[NH:24][CH:23]=2)=[N:21][C:16]([NH:15][C@H:13]2[CH2:14][C@@H:9]([NH:8][C:6](=[O:7])[C:5]3[CH:34]=[CH:35][C:2]([NH:1][C:49](=[O:50])/[CH:48]=[CH:44]/[CH2:42][N:38]([CH3:37])[CH3:39])=[CH:3][CH:4]=3)[CH2:10][C:11]([F:33])([F:32])[CH2:12]2)=[N:17][CH:18]=1. (6) Given the reactants [Cl:1][C:2]1[CH:7]=[CH:6][C:5]([C:8]2[S:9][C:10]([CH:13]([OH:15])[CH3:14])=[CH:11][N:12]=2)=[CH:4][CH:3]=1.Cl[C:17]1[CH:23]2[O:24][C:20]([CH3:25])([CH2:21][CH2:22]2)[C:19](=[O:26])[CH:18]=1.[H-].[Na+], predict the reaction product. The product is: [Cl:1][C:2]1[CH:3]=[CH:4][C:5]([C:8]2[S:9][C:10]([CH:13]([O:15][C:17]3[CH:23]4[O:24][C:20]([CH3:25])([CH2:21][CH2:22]4)[C:19](=[O:26])[CH:18]=3)[CH3:14])=[CH:11][N:12]=2)=[CH:6][CH:7]=1.